Dataset: Full USPTO retrosynthesis dataset with 1.9M reactions from patents (1976-2016). Task: Predict the reactants needed to synthesize the given product. (1) Given the product [Cl:1][C:2]1[CH:31]=[C:30]([Cl:32])[CH:29]=[CH:28][C:3]=1[O:4][C:5]1[CH:10]=[CH:9][CH:8]=[CH:7][C:6]=1[NH:11][S:12]([C:15]1[CH:16]=[CH:17][C:18]([C:19]([NH:21][CH2:22][C:23](=[O:25])[NH:45][CH:42]2[CH2:41][CH2:40][CH:39]([N:33]3[CH2:38][CH2:37][CH2:36][CH2:35][CH2:34]3)[CH2:44][CH2:43]2)=[O:20])=[CH:26][CH:27]=1)(=[O:14])=[O:13], predict the reactants needed to synthesize it. The reactants are: [Cl:1][C:2]1[CH:31]=[C:30]([Cl:32])[CH:29]=[CH:28][C:3]=1[O:4][C:5]1[CH:10]=[CH:9][CH:8]=[CH:7][C:6]=1[NH:11][S:12]([C:15]1[CH:27]=[CH:26][C:18]([C:19]([NH:21][CH2:22][C:23]([OH:25])=O)=[O:20])=[CH:17][CH:16]=1)(=[O:14])=[O:13].[N:33]1([CH:39]2[CH2:44][CH2:43][CH:42]([NH2:45])[CH2:41][CH2:40]2)[CH2:38][CH2:37][CH2:36][CH2:35][CH2:34]1. (2) Given the product [CH:1]1([C:4]2[CH:8]=[CH:7][N:6]([CH2:9][C:10]([OH:12])=[O:11])[N:5]=2)[CH2:2][CH2:3]1, predict the reactants needed to synthesize it. The reactants are: [CH:1]1([C:4]2[CH:8]=[CH:7][N:6]([CH2:9][C:10]([O:12]CC)=[O:11])[N:5]=2)[CH2:3][CH2:2]1.CCOC(C)=O. (3) The reactants are: [OH:1][C:2]1[CH:9]=[CH:8][C:7]([CH3:10])=[CH:6][C:3]=1[CH:4]=[O:5].Br[CH2:12][CH:13]([O:16][CH3:17])[O:14][CH3:15].C(=O)([O-])[O-].[K+].[K+].O. Given the product [CH3:15][O:14][CH:13]([O:16][CH3:17])[CH2:12][O:1][C:2]1[CH:9]=[CH:8][C:7]([CH3:10])=[CH:6][C:3]=1[CH:4]=[O:5], predict the reactants needed to synthesize it. (4) Given the product [Cl:44][CH2:45][C:46]1[N:9]2[C:10]3[CH:11]=[CH:12][CH:13]=[C:14]([F:17])[C:15]=3[CH:16]=[C:8]2[C:7]2[N:6]=[C:5]([C:18]3[C:19]([N:38]([CH3:43])[S:39]([CH3:42])(=[O:41])=[O:40])=[CH:20][C:21]4[O:25][C:24]([C:26]5[CH:27]=[CH:28][C:29]([F:32])=[CH:30][CH:31]=5)=[C:23]([C:33]([NH:35][CH3:36])=[O:34])[C:22]=4[CH:37]=3)[CH:4]=[CH:3][C:2]=2[N:1]=1, predict the reactants needed to synthesize it. The reactants are: [NH2:1][C:2]1[CH:3]=[CH:4][C:5]([C:18]2[C:19]([N:38]([CH3:43])[S:39]([CH3:42])(=[O:41])=[O:40])=[CH:20][C:21]3[O:25][C:24]([C:26]4[CH:31]=[CH:30][C:29]([F:32])=[CH:28][CH:27]=4)=[C:23]([C:33]([NH:35][CH3:36])=[O:34])[C:22]=3[CH:37]=2)=[N:6][C:7]=1[C:8]1[NH:9][C:10]2[C:15]([CH:16]=1)=[C:14]([F:17])[CH:13]=[CH:12][CH:11]=2.[Cl:44][CH2:45][C:46](OC)(OC)OC.C(O)(C(F)(F)F)=O. (5) The reactants are: C=C.[C:3]([O:9][CH3:10])(=[O:8])[CH2:4][CH2:5][CH:6]=[CH2:7]. Given the product [CH2:3]=[CH2:4].[C:3]([O:9][CH3:10])(=[O:8])[CH2:4][CH2:5][CH:6]=[CH2:7], predict the reactants needed to synthesize it.